This data is from Reaction yield outcomes from USPTO patents with 853,638 reactions. The task is: Predict the reaction yield, written as a fraction of the theoretical maximum amount of product (1.0 means a 100% yield; for example, 0.34 means a 34% yield). (1) The reactants are CC([O-])(C)C.[K+].CC1C=CC(S([CH2:17][N+:18]#[C-])(=O)=O)=CC=1.[CH2:20]([O:27][C:28]1[CH:29]=[C:30]([CH:33]=[CH:34][C:35]=1[O:36][CH3:37])[CH:31]=O)[C:21]1[CH:26]=[CH:25][CH:24]=[CH:23][CH:22]=1.CO. The catalyst is C1COCC1.O. The product is [CH2:20]([O:27][C:28]1[CH:29]=[C:30]([CH2:31][C:17]#[N:18])[CH:33]=[CH:34][C:35]=1[O:36][CH3:37])[C:21]1[CH:26]=[CH:25][CH:24]=[CH:23][CH:22]=1. The yield is 0.480. (2) The reactants are Br[C:2]1[CH:3]=[C:4]([NH:10][C:11]2[CH:16]=[CH:15][C:14]([CH:17]3[CH2:20][N:19]([CH:21]4[CH2:24][O:23][CH2:22]4)[CH2:18]3)=[CH:13][N:12]=2)[C:5](=[O:9])[N:6]([CH3:8])[CH:7]=1.[C:25]([O:28][CH2:29][C:30]1[C:31]([N:45]2[CH2:56][CH2:55][N:54]3[C:47](=[CH:48][C:49]4[CH2:50][C:51]([CH3:58])([CH3:57])[CH2:52][C:53]=43)[C:46]2=[O:59])=[N:32][CH:33]=[CH:34][C:35]=1B1OC(C)(C)C(C)(C)O1)(=[O:27])[CH3:26].C([O-])(=O)C.[Na+].[O-]P([O-])([O-])=O.[K+].[K+].[K+]. The catalyst is O.C1C=CC(P(C2C=CC=CC=2)[C-]2C=CC=C2)=CC=1.C1C=CC(P(C2C=CC=CC=2)[C-]2C=CC=C2)=CC=1.Cl[Pd]Cl.[Fe+2].C(#N)C. The product is [C:25]([O:28][CH2:29][C:30]1[C:31]([N:45]2[CH2:56][CH2:55][N:54]3[C:47](=[CH:48][C:49]4[CH2:50][C:51]([CH3:58])([CH3:57])[CH2:52][C:53]=43)[C:46]2=[O:59])=[N:32][CH:33]=[CH:34][C:35]=1[C:2]1[CH:3]=[C:4]([NH:10][C:11]2[CH:16]=[CH:15][C:14]([CH:17]3[CH2:20][N:19]([CH:21]4[CH2:24][O:23][CH2:22]4)[CH2:18]3)=[CH:13][N:12]=2)[C:5](=[O:9])[N:6]([CH3:8])[CH:7]=1)(=[O:27])[CH3:26]. The yield is 0.460. (3) The reactants are C([BH3-])#N.[Na+].[F:5][C:6]1[CH:14]=[C:13]2[C:9]([CH:10]=[CH:11][NH:12]2)=[CH:8][CH:7]=1.[OH-].[Na+]. The catalyst is C(O)(=O)C. The product is [F:5][C:6]1[CH:14]=[C:13]2[C:9]([CH2:10][CH2:11][NH:12]2)=[CH:8][CH:7]=1. The yield is 0.760. (4) The reactants are [CH3:1][C:2]1([CH3:10])[C:6](=[O:7])[CH2:5][C:4]([CH3:9])([CH3:8])[O:3]1.C(C1C=C(C(C)C)C=C(C(C)C)C=1S([N:29]=[N+:30]=[N-])(=O)=O)(C)C.[OH-].[K+]. The catalyst is [Br-].C([N+](CCCC)(CCCC)CCCC)CCC.C1C=CC=CC=1.O.C1OCCOCCOCCOCCOCCOC1. The product is [N+:29](=[C:5]1[C:4]([CH3:9])([CH3:8])[O:3][C:2]([CH3:10])([CH3:1])[C:6]1=[O:7])=[N-:30]. The yield is 0.960.